Dataset: Peptide-MHC class I binding affinity with 185,985 pairs from IEDB/IMGT. Task: Regression. Given a peptide amino acid sequence and an MHC pseudo amino acid sequence, predict their binding affinity value. This is MHC class I binding data. (1) The peptide sequence is FLSGKGLGK. The MHC is HLA-A03:01 with pseudo-sequence HLA-A03:01. The binding affinity (normalized) is 0.830. (2) The peptide sequence is EYSGGLHGV. The MHC is HLA-A02:03 with pseudo-sequence HLA-A02:03. The binding affinity (normalized) is 0.0847.